This data is from Full USPTO retrosynthesis dataset with 1.9M reactions from patents (1976-2016). The task is: Predict the reactants needed to synthesize the given product. (1) Given the product [CH2:12]([C:11]1[C:10]([C:15]2[CH:20]=[CH:19][CH:18]=[CH:17][CH:16]=2)=[N:1][C:2]2[C:3]([CH:4]=1)=[CH:6][CH:7]=[CH:8][N:9]=2)[CH3:13], predict the reactants needed to synthesize it. The reactants are: [NH2:1][C:2]1[N:9]=[CH:8][CH:7]=[CH:6][C:3]=1[CH:4]=O.[C:10]([C:15]1[CH:20]=[CH:19][CH:18]=[CH:17][CH:16]=1)(=O)[CH2:11][CH2:12][CH3:13].[OH-].[K+]. (2) Given the product [O:17]1[CH2:18][CH2:19][CH2:20][CH2:21][CH:16]1[O:15][CH2:14][C:8]1[C:7]2[C:11](=[CH:12][CH:13]=[C:5]([CH2:3][OH:2])[CH:6]=2)[NH:10][N:9]=1, predict the reactants needed to synthesize it. The reactants are: C[O:2][C:3]([C:5]1[CH:6]=[C:7]2[C:11](=[CH:12][CH:13]=1)[NH:10][N:9]=[C:8]2[CH2:14][O:15][CH:16]1[CH2:21][CH2:20][CH2:19][CH2:18][O:17]1)=O.[H-].[Al+3].[Li+].[H-].[H-].[H-].